Dataset: Forward reaction prediction with 1.9M reactions from USPTO patents (1976-2016). Task: Predict the product of the given reaction. Given the reactants [CH3:1][C:2]1[CH:7]=[C:6]([C:8]2[CH:13]=[C:12]([CH2:14][C:15]([OH:17])=O)[CH:11]=[CH:10][N:9]=2)[CH:5]=[CH:4][N:3]=1.[N:18]1[CH:23]=[CH:22][N:21]=[CH:20][C:19]=1[C:24]1[CH:25]=[CH:26][C:27]([NH2:30])=[N:28][CH:29]=1.C1(N=C=NC2CCCCC2)CCCCC1, predict the reaction product. The product is: [CH3:1][C:2]1[CH:7]=[C:6]([C:8]2[CH:13]=[C:12]([CH2:14][C:15]([NH:30][C:27]3[CH:26]=[CH:25][C:24]([C:19]4[CH:20]=[N:21][CH:22]=[CH:23][N:18]=4)=[CH:29][N:28]=3)=[O:17])[CH:11]=[CH:10][N:9]=2)[CH:5]=[CH:4][N:3]=1.